From a dataset of Forward reaction prediction with 1.9M reactions from USPTO patents (1976-2016). Predict the product of the given reaction. (1) Given the reactants [F:1][C:2]([F:11])([F:10])[CH2:3]N1CCCCC1.C([N:14](CC)CC)C.ClC1C=CC([S:26](Cl)(=[O:28])=[O:27])=CC=1, predict the reaction product. The product is: [F:1][C:2]([F:11])([F:10])[CH2:3][S:26]([NH2:14])(=[O:28])=[O:27]. (2) Given the reactants FC(F)(F)S(O[C:7]1[CH:15]=[C:14]([O:16][CH3:17])[CH:13]=[C:12]2[C:8]=1[CH2:9][CH:10]([C:18]1[CH:23]=[CH:22][C:21]([O:24][CH3:25])=[CH:20][CH:19]=1)[CH2:11]2)(=O)=O.C(OC1C=CC(CN)=CC=1)C1C=CC=CC=1.[CH2:44]([O:51][C:52]1[CH:78]=[CH:77][C:55]([CH2:56][NH:57][C:58]2C=C(OC)C=C3C=2CC(C2C=CC(OC)=CC=2)C3)=[CH:54][CH:53]=1)[C:45]1[CH:50]=[CH:49][CH:48]=[CH:47][CH:46]=1, predict the reaction product. The product is: [CH2:44]([O:51][C:52]1[CH:53]=[CH:54][C:55]([CH2:56][NH:57][CH2:58][C:7]2[CH:15]=[C:14]([O:16][CH3:17])[CH:13]=[C:12]3[C:8]=2[CH2:9][CH:10]([C:18]2[CH:23]=[CH:22][C:21]([O:24][CH3:25])=[CH:20][CH:19]=2)[CH2:11]3)=[CH:77][CH:78]=1)[C:45]1[CH:46]=[CH:47][CH:48]=[CH:49][CH:50]=1. (3) Given the reactants I[C:2]1[C:10]2[C:5](=[N:6][CH:7]=[N:8][C:9]=2[NH2:11])[NH:4][N:3]=1.[CH2:12]([O:19][C:20]1[CH:21]=[C:22](B(O)O)[CH:23]=[C:24]([F:26])[CH:25]=1)[C:13]1[CH:18]=[CH:17][CH:16]=[CH:15][CH:14]=1, predict the reaction product. The product is: [CH2:12]([O:19][C:20]1[CH:21]=[C:22]([C:2]2[C:10]3[C:5](=[N:6][CH:7]=[N:8][C:9]=3[NH2:11])[NH:4][N:3]=2)[CH:23]=[C:24]([F:26])[CH:25]=1)[C:13]1[CH:14]=[CH:15][CH:16]=[CH:17][CH:18]=1. (4) Given the reactants [CH3:1][O:2][C:3]1[CH:4]=[C:5]2[C:10](=[C:11]([NH:13][S:14]([C:17]3[CH:22]=[CH:21][C:20]([CH3:23])=[CH:19][C:18]=3[N+:24]([O-])=O)(=[O:16])=[O:15])[CH:12]=1)[N:9]=[CH:8][CH:7]=[CH:6]2.O.NN, predict the reaction product. The product is: [NH2:24][C:18]1[CH:19]=[C:20]([CH3:23])[CH:21]=[CH:22][C:17]=1[S:14]([NH:13][C:11]1[CH:12]=[C:3]([O:2][CH3:1])[CH:4]=[C:5]2[C:10]=1[N:9]=[CH:8][CH:7]=[CH:6]2)(=[O:15])=[O:16].